From a dataset of Catalyst prediction with 721,799 reactions and 888 catalyst types from USPTO. Predict which catalyst facilitates the given reaction. (1) Product: [CH2:27]([N:13]1[C:14]2=[N:15][CH:16]=[N:17][C:18]([NH2:20])=[C:19]2[C:11]([C:2]2[CH:3]=[CH:4][C:5]3[C:10](=[CH:9][CH:8]=[CH:7][CH:6]=3)[CH:1]=2)=[N:12]1)[CH3:28]. Reactant: [CH:1]1[C:10]2[C:5](=[CH:6][CH:7]=[CH:8][CH:9]=2)[CH:4]=[CH:3][C:2]=1[C:11]1[C:19]2[C:14](=[N:15][CH:16]=[N:17][C:18]=2[NH2:20])[NH:13][N:12]=1.C([O-])([O-])=O.[K+].[K+].[CH2:27](I)[CH3:28].O. The catalyst class is: 3. (2) Reactant: [CH3:1][O:2][C:3]([C@@H:5]1[CH2:10][CH2:9][CH2:8][C@H:7]([C:11]([OH:13])=O)[CH2:6]1)=[O:4].ClC(N(C)C)=C(C)C.[Cl:22][C:23]1[C:24]([C:30]2[CH:31]=[CH:32][C:33]3[N:37]=[CH:36][N:35]([CH2:38][CH:39]4[CH2:44][CH2:43][O:42][CH2:41][CH2:40]4)[C:34]=3[CH:45]=2)=[CH:25][C:26]([NH2:29])=[N:27][CH:28]=1.N1C=CC=CC=1. Product: [Cl:22][C:23]1[C:24]([C:30]2[CH:31]=[CH:32][C:33]3[N:37]=[CH:36][N:35]([CH2:38][CH:39]4[CH2:44][CH2:43][O:42][CH2:41][CH2:40]4)[C:34]=3[CH:45]=2)=[CH:25][C:26]([NH:29][C:11]([C@@H:7]2[CH2:8][CH2:9][CH2:10][C@H:5]([C:3]([O:2][CH3:1])=[O:4])[CH2:6]2)=[O:13])=[N:27][CH:28]=1. The catalyst class is: 35. (3) Reactant: [NH2:1][CH2:2][C:3]1[CH:4]=[CH:5][C:6]2[S:11][C:10]3[N:12]=[CH:13][CH:14]=[N:15][C:9]=3[NH:8][C:7]=2[CH:16]=1.[O-:17][C:18]#[N:19].[K+]. Product: [N:15]1[C:9]2[NH:8][C:7]3[CH:16]=[C:3]([CH2:2][NH:1][C:18]([NH2:19])=[O:17])[CH:4]=[CH:5][C:6]=3[S:11][C:10]=2[N:12]=[CH:13][CH:14]=1. The catalyst class is: 86. (4) The catalyst class is: 12. Reactant: [NH2:1][CH2:2][CH2:3][CH2:4][Si:5]([CH:12]([CH3:14])[CH3:13])([CH:9]([CH3:11])[CH3:10])[O:6][CH2:7][CH3:8].C(N(CC)CC)C.[C:22]1([C:31]2[CH:36]=[CH:35][CH:34]=[CH:33][CH:32]=2)[CH:27]=[CH:26][C:25]([C:28](Cl)=[O:29])=[CH:24][CH:23]=1.O. Product: [CH2:7]([O:6][Si:5]([CH:12]([CH3:13])[CH3:14])([CH:9]([CH3:11])[CH3:10])[CH2:4][CH2:3][CH2:2][NH:1][C:28]([C:25]1[CH:26]=[CH:27][C:22]([C:31]2[CH:32]=[CH:33][CH:34]=[CH:35][CH:36]=2)=[CH:23][CH:24]=1)=[O:29])[CH3:8]. (5) Reactant: FC(F)(F)S(O[CH2:7][C:8]([F:11])([F:10])[F:9])(=O)=O.[CH3:14][C:15]1([CH3:27])[C:19]([CH3:21])([CH3:20])[O:18][B:17]([C:22]2[CH:23]=[N:24][NH:25][CH:26]=2)[O:16]1.C(=O)([O-])[O-].[Cs+].[Cs+]. Product: [CH3:14][C:15]1([CH3:27])[C:19]([CH3:20])([CH3:21])[O:18][B:17]([C:22]2[CH:26]=[N:25][N:24]([CH2:7][C:8]([F:11])([F:10])[F:9])[CH:23]=2)[O:16]1. The catalyst class is: 454. (6) Reactant: [CH3:1][C:2]1[CH:3]=[C:4]2[C:9](=[CH:10][CH:11]=1)[N:8]=[C:7]([C:12]1[CH:17]=[CH:16][CH:15]=[CH:14][CH:13]=1)[C:6]([CH2:18][C:19]([OH:21])=[O:20])=[CH:5]2.[H][H]. Product: [CH3:1][C:2]1[CH:3]=[C:4]2[C:9](=[CH:10][CH:11]=1)[NH:8][CH:7]([C:12]1[CH:13]=[CH:14][CH:15]=[CH:16][CH:17]=1)[CH:6]([CH2:18][C:19]([OH:21])=[O:20])[CH2:5]2. The catalyst class is: 94.